From a dataset of Full USPTO retrosynthesis dataset with 1.9M reactions from patents (1976-2016). Predict the reactants needed to synthesize the given product. (1) The reactants are: C([N:8]1[CH2:12][C@@H:11]2[C@@H:13]([NH:16][C:17](=[O:23])[O:18][C:19]([CH3:22])([CH3:21])[CH3:20])[CH2:14][CH2:15][C@@H:10]2[CH2:9]1)C1C=CC=CC=1.C([O-])=O.[NH4+]. Given the product [CH2:9]1[C@H:10]2[CH2:15][CH2:14][C@H:13]([NH:16][C:17](=[O:23])[O:18][C:19]([CH3:21])([CH3:20])[CH3:22])[C@H:11]2[CH2:12][NH:8]1, predict the reactants needed to synthesize it. (2) Given the product [C:16]([O:19][CH2:20][C:21]1[CH:26]=[C:25]([O:27][CH2:28][CH2:29][CH2:30][S:31]([CH3:34])(=[O:33])=[O:32])[CH:24]=[C:23]([CH3:35])[C:22]=1[C:36]1[CH:41]=[CH:40][CH:39]=[C:38]([CH2:42][O:1][C:2]2[CH:15]=[CH:14][C:5]3[C@H:6]([CH2:9][C:10]([O:12][CH3:13])=[O:11])[CH2:7][O:8][C:4]=3[CH:3]=2)[CH:37]=1)(=[O:18])[CH3:17], predict the reactants needed to synthesize it. The reactants are: [OH:1][C:2]1[CH:15]=[CH:14][C:5]2[C@H:6]([CH2:9][C:10]([O:12][CH3:13])=[O:11])[CH2:7][O:8][C:4]=2[CH:3]=1.[C:16]([O:19][CH2:20][C:21]1[CH:26]=[C:25]([O:27][CH2:28][CH2:29][CH2:30][S:31]([CH3:34])(=[O:33])=[O:32])[CH:24]=[C:23]([CH3:35])[C:22]=1[C:36]1[CH:41]=[CH:40][CH:39]=[C:38]([CH2:42]O)[CH:37]=1)(=[O:18])[CH3:17].C(P(CCCC)CCCC)CCC.N(C(N1CCCCC1)=O)=NC(N1CCCCC1)=O. (3) Given the product [CH3:38][N:34]1[C:33]2[C:39]([CH3:41])=[CH:40][C:30]([C:28]([C:24]3[N:25]=[CH:26][N:27]=[C:22]([N:1]4[CH2:2][CH2:3][CH:4]([N:7]5[C:11]6[CH:12]=[N:13][C:14]7[CH:15]=[CH:16][CH:17]=[CH:18][C:19]=7[C:10]=6[NH:9][C:8]5=[O:20])[CH2:5][CH2:6]4)[CH:23]=3)=[O:29])=[CH:31][C:32]=2[O:36][C:35]1=[O:37], predict the reactants needed to synthesize it. The reactants are: [NH:1]1[CH2:6][CH2:5][CH:4]([N:7]2[C:11]3[CH:12]=[N:13][C:14]4[CH:15]=[CH:16][CH:17]=[CH:18][C:19]=4[C:10]=3[NH:9][C:8]2=[O:20])[CH2:3][CH2:2]1.Cl[C:22]1[N:27]=[CH:26][N:25]=[C:24]([C:28]([C:30]2[CH:40]=[C:39]([CH3:41])[C:33]3[N:34]([CH3:38])[C:35](=[O:37])[O:36][C:32]=3[CH:31]=2)=[O:29])[CH:23]=1.CCN(C(C)C)C(C)C. (4) Given the product [CH3:1][C:2]1[C:7]([C:8]2[CH:21]=[CH:20][C:11]3[N:12]=[C:13]([C:15]4[S:16][CH:17]=[CH:18][CH:19]=4)[O:14][C:10]=3[CH:9]=2)=[N:6][NH:5][C:4](=[O:22])[CH:3]=1, predict the reactants needed to synthesize it. The reactants are: [CH3:1][CH:2]1[C:7]([C:8]2[CH:21]=[CH:20][C:11]3[N:12]=[C:13]([C:15]4[S:16][CH:17]=[CH:18][CH:19]=4)[O:14][C:10]=3[CH:9]=2)=[N:6][NH:5][C:4](=[O:22])[CH2:3]1. (5) Given the product [Br:1][C:2]1[C:7]([O:8][CH2:21][O:22][CH2:23][CH2:24][Si:25]([CH3:28])([CH3:27])[CH3:26])=[CH:6][C:5]([Cl:9])=[CH:4][N:3]=1, predict the reactants needed to synthesize it. The reactants are: [Br:1][C:2]1[C:7]([OH:8])=[CH:6][C:5]([Cl:9])=[CH:4][N:3]=1.C[Si]([N-][Si](C)(C)C)(C)C.[Na+].Cl[CH2:21][O:22][CH2:23][CH2:24][Si:25]([CH3:28])([CH3:27])[CH3:26]. (6) Given the product [CH3:15][C:16]1[CH:17]=[C:18]([CH3:22])[CH:19]=[CH:20][C:21]=1[C:12]1[CH:11]=[CH:10][CH:9]=[CH:8][C:7]=1[CH3:14], predict the reactants needed to synthesize it. The reactants are: F[B-](F)(F)F.[PH4+].[C:7]1([CH3:14])[C:8](Br)=[CH:9][CH:10]=[CH:11][CH:12]=1.[CH3:15][C:16]1[CH:21]=[CH:20][CH:19]=[C:18]([CH3:22])[C:17]=1B(O)O.C(=O)([O-])[O-].[Na+].[Na+]. (7) Given the product [CH2:8]([NH:10][CH2:2][C:3]1[N:4]=[CH:5][S:6][CH:7]=1)[CH3:9], predict the reactants needed to synthesize it. The reactants are: Cl[CH2:2][C:3]1[N:4]=[CH:5][S:6][CH:7]=1.[CH2:8]([NH2:10])[CH3:9]. (8) Given the product [CH2:38]([O:41][C:42]1([CH3:48])[CH2:43][CH2:44][N:45]([C:7]2[C:8]3[N:9]([N:13]=[C:14]([C:16]([O:18][CH3:19])=[O:17])[CH:15]=3)[CH:10]=[C:11]([CH3:12])[C:6]=2[C:4](=[O:5])[C:3]([O:2][CH3:1])=[O:28])[CH2:46][CH2:47]1)[CH:39]=[CH2:40], predict the reactants needed to synthesize it. The reactants are: [CH3:1][O:2][C:3](=[O:28])[C:4]([C:6]1[C:11]([CH3:12])=[CH:10][N:9]2[N:13]=[C:14]([C:16]([O:18][CH3:19])=[O:17])[CH:15]=[C:8]2[C:7]=1OS(C(F)(F)F)(=O)=O)=[O:5].CCN(C(C)C)C(C)C.[CH2:38]([O:41][C:42]1([CH3:48])[CH2:47][CH2:46][NH:45][CH2:44][CH2:43]1)[CH:39]=[CH2:40].